This data is from Forward reaction prediction with 1.9M reactions from USPTO patents (1976-2016). The task is: Predict the product of the given reaction. Given the reactants Cl[C:2]1[N:10]=[C:9]2[C:5]([N:6]=[CH:7][N:8]2[CH:11]2[CH2:16][CH2:15][CH2:14][CH2:13][O:12]2)=[C:4]([NH2:17])[N:3]=1.[CH2:18]([NH2:23])[CH2:19][CH2:20][CH2:21][CH3:22], predict the reaction product. The product is: [CH2:18]([NH:23][C:2]1[N:10]=[C:9]2[C:5]([N:6]=[CH:7][N:8]2[CH:11]2[CH2:16][CH2:15][CH2:14][CH2:13][O:12]2)=[C:4]([NH2:17])[N:3]=1)[CH2:19][CH2:20][CH2:21][CH3:22].